This data is from Drug-target binding data from BindingDB using IC50 measurements. The task is: Regression. Given a target protein amino acid sequence and a drug SMILES string, predict the binding affinity score between them. We predict pIC50 (pIC50 = -log10(IC50 in M); higher means more potent). Dataset: bindingdb_ic50. (1) The small molecule is CCOC(=O)[C@H](CCc1ccccc1)N[C@@H](C)C(=O)N1CCC[C@H]1C(=O)O. The target protein (P44514) has sequence MKEKVVSLAQDLIRRPSISPNDEGCQQIIAERLEKLGFQIEWMPFNDTLNLWAKHGTSEPVIAFAGHTDVVPTGDENQWSSPPFSAEIIDGMLYGRGAADMKGSLAAMIVAAEEYVKANPNHKGTIALLITSDEEATAKDGTIHVVETLMARDEKITYCMVGEPSSAKNLGDVVKNGRRGSITGNLYIQGIQGHVAYPHLAENPIHKAALFLQELTTYQWDKGNEFFPPTSLQIANIHAGTGSNNVIPAELYIQFNLRYCTEVTDEIIKQKVAEMLEKHNLKYRIEWNLSGKPFLTKPGKLLDSITSAIEETIGITPKAETGGGTSDGRFIALMGAEVVEFGPLNSTIHKVNECVSVEDLGKCGEIYHKMLVNLLDS. The pIC50 is 3.0. (2) The drug is CO/C(=C\C=C/c1cc2cc(Cl)c(Cl)cc2[nH]1)C(=O)NC1CC(C)(C)N(C)C(C)(C)C1. The target protein (P18434) has sequence MAALQEKKSCSQRMEEFQRYCWNPDTGQMLGRTLSRWVWISLYYVAFYVVMSGIFALCIYVLMRTIDPYTPDYQDQLKSPGVTLRPDVYGEKGLDISYNVSDSTTWAGLAHTLHRFLAGYSPAAQEGSINCTSEKYFFQESFLAPNHTKFSCKFTADMLQNCSGRPDPTFGFAEGKPCFIIKMNRIVKFLPGNSTAPRVDCAFLDQPRDGPPLQVEYFPANGTYSLHYFPYYGKKAQPHYSNPLVAAKLLNVPRNRDVVIVCKILAEHVSFDNPHDPYEGKVEFKLKIQK. The pIC50 is 6.2. (3) The small molecule is CCC(C)CC(C)CCCCCCCCC(=O)NC1C[C@@H](O)[C@@H](OCCN)NC(=O)C2CN(C[C@@H]2O)C(=O)[C@H]([C@H](O)CCNC(=O)[C@@H](N)CCCN)NC(=O)[C@H]([C@H](O)[C@@H](O)c2ccc(O)cc2)NC(=O)C2C[C@@H](O)CN2C(=O)[C@H]([C@@H](C)O)NC1=O. The target protein sequence is MANWQNTDPNGNYYYNGAENNEFYDQDYASQQPEQQQGGEGYYDEYGQPNYNYMNDPQQGQMPQQQPGGYENDGYYDSYYNNQMNAGVGNGLGPDQTNFSDFSSYGPPPFQNNQANYTPSQLSYSNNGMGSNGMNMSGSSTPVYGNYDPNAIAMTLPNDPYPAWTADPQSPVSIEQIEDVFIDLTNKFGFQRDSMRNIFDLFMTLLDSRTSRMSPDQALLSVHADYIGGDTANYKKWYFAAQLDMDDEVGFRNMNLGKLSRKARKAKKKNKKAMEEANPEDAAEVLNKIEGDNSLEASDFRWKTKMNMLTPIERVRQVALYMLIWGEANQVRFTSECLCFIYKCASDYLESPLCQQRTEPIPEGDYLNRVITPIYQFIRNQVYEIVDGPFMSKREKEKDHNKIIGYDDVNQLFWYPEGITKIVLEDGTKLTDIPSEERYLRLGEVAWNDVFFKTYKETRTWLHLVTNFNRIWIMHVSVYWMYVAYNSPTFYTHNYQQLVN.... The pIC50 is 8.8.